Predict the product of the given reaction. From a dataset of Forward reaction prediction with 1.9M reactions from USPTO patents (1976-2016). (1) Given the reactants [CH:1]([N:4]([C:18](=[O:39])[C:19]1[CH:24]=[C:23](OS(C(F)(F)F)(=O)=O)[CH:22]=[C:21]([O:33][CH2:34][CH2:35][CH2:36][O:37][CH3:38])[CH:20]=1)[C@@H:5]1[CH2:10][CH2:9][CH2:8][N:7]([C:11]([O:13][C:14]([CH3:17])([CH3:16])[CH3:15])=[O:12])[CH2:6]1)([CH3:3])[CH3:2].C(=O)([O-])[O-].[Na+].[Na+].[C:46]1(B(O)O)[CH:51]=[CH:50][CH:49]=[CH:48][CH:47]=1.C(=O)([O-])O.[Na+], predict the reaction product. The product is: [CH:1]([N:4]([C:18]([C:19]1[CH:24]=[C:23]([C:46]2[CH:51]=[CH:50][CH:49]=[CH:48][CH:47]=2)[CH:22]=[C:21]([O:33][CH2:34][CH2:35][CH2:36][O:37][CH3:38])[CH:20]=1)=[O:39])[C@@H:5]1[CH2:10][CH2:9][CH2:8][N:7]([C:11]([O:13][C:14]([CH3:16])([CH3:17])[CH3:15])=[O:12])[CH2:6]1)([CH3:3])[CH3:2]. (2) Given the reactants [Br:1][C:2]1[CH:3]=[CH:4][C:5](F)=[C:6]([CH:9]=1)[CH:7]=[O:8].C(=O)([O-])[O-].[K+].[K+].[CH3:17][O:18][C:19]1[CH:45]=[CH:44][C:22]([CH2:23][O:24][C:25]2[N:30]=[C:29]([C:31]3[CH:36]=[CH:35][CH:34]=[CH:33][C:32]=3[OH:37])[CH:28]=[C:27]([N:38]3[CH2:43][CH2:42][O:41][CH2:40][CH2:39]3)[CH:26]=2)=[CH:21][CH:20]=1.C(OCC)(=O)C, predict the reaction product. The product is: [Br:1][C:2]1[CH:3]=[CH:4][C:5]([O:37][C:32]2[CH:33]=[CH:34][CH:35]=[CH:36][C:31]=2[C:29]2[CH:28]=[C:27]([N:38]3[CH2:43][CH2:42][O:41][CH2:40][CH2:39]3)[CH:26]=[C:25]([O:24][CH2:23][C:22]3[CH:21]=[CH:20][C:19]([O:18][CH3:17])=[CH:45][CH:44]=3)[N:30]=2)=[C:6]([CH:9]=1)[CH:7]=[O:8]. (3) Given the reactants [Br:1][C:2]1[CH:3]=[C:4]([CH2:8][OH:9])[CH:5]=[CH:6][CH:7]=1.CN(C=O)C.[H-].[Na+].Cl[CH2:18][C:19]1[CH:24]=[CH:23][C:22]([O:25][CH3:26])=[CH:21][CH:20]=1, predict the reaction product. The product is: [Br:1][C:2]1[CH:7]=[CH:6][CH:5]=[C:4]([CH2:8][O:9][CH2:18][C:19]2[CH:24]=[CH:23][C:22]([O:25][CH3:26])=[CH:21][CH:20]=2)[CH:3]=1. (4) Given the reactants BrCC1N(CC(C)(C)C)[C:6]2N=C(C#N)N=[CH:10][C:5]=2[CH:4]=1.[C:19](=[O:22])([O-:21])[O-].[K+].[K+].[OH2:25].C(C1N=CC2C=C(C[N:38]3[CH2:43][CH2:42][N:41]([C:44]([NH2:46])=[NH:45])[CH2:40][CH2:39]3)N(CC(C)(C)C)C=2N=1)#N.CN([CH:55]=[O:56])C, predict the reaction product. The product is: [C:5]([O:21][C:19]([N:45]=[C:44]([NH:46][C:55](=[O:56])[OH:25])[N:41]1[CH2:40][CH2:39][NH:38][CH2:43][CH2:42]1)=[O:22])([CH3:10])([CH3:6])[CH3:4].